From a dataset of Retrosynthesis with 50K atom-mapped reactions and 10 reaction types from USPTO. Predict the reactants needed to synthesize the given product. (1) The reactants are: NCCc1cccs1.O=C(Cl)C1CCCCC1. Given the product O=C(NCCc1cccs1)C1CCCCC1, predict the reactants needed to synthesize it. (2) Given the product C[C@H]1CN(CCCn2cc(Br)c3c4c(c(-c5ccccc5Cl)cc32)C(=O)NC4=O)C[C@@H](C)N1, predict the reactants needed to synthesize it. The reactants are: C[C@H]1CNC[C@@H](C)N1.O=C1NC(=O)c2c1c(-c1ccccc1Cl)cc1c2c(Br)cn1CCCBr. (3) Given the product CCOC(=O)c1c[nH]nc1I, predict the reactants needed to synthesize it. The reactants are: CCOC(=O)c1c[nH]nc1N.ICI. (4) Given the product c1csc(CCCCN2CCOCC2)c1, predict the reactants needed to synthesize it. The reactants are: O=C(CCCc1cccs1)N1CCOCC1. (5) Given the product COc1cc(NC(=O)c2cc(-c3ccc(Cl)cc3)c[nH]2)ccc1OCCNC(=O)OC(C)(C)C, predict the reactants needed to synthesize it. The reactants are: COc1cc(N)ccc1OCCNC(=O)OC(C)(C)C.O=C(O)c1cc(-c2ccc(Cl)cc2)c[nH]1. (6) Given the product Cc1n[nH]nc1C(=O)NCc1ccc(Cl)c(Oc2cc(Cl)cc(C#N)c2)c1F, predict the reactants needed to synthesize it. The reactants are: Cc1n[nH]nc1C(=O)O.N#Cc1cc(Cl)cc(Oc2c(Cl)ccc(CN)c2F)c1. (7) Given the product CC1(C[C@H](O)[C@H](CC2CCCCC2)NC(=O)Nc2ccccc2)S(=O)(=O)CCCS1(=O)=O, predict the reactants needed to synthesize it. The reactants are: CC1(C[C@H](O)[C@@H](N)CC2CCCCC2)S(=O)(=O)CCCS1(=O)=O.O=C=Nc1ccccc1. (8) Given the product CCOC(=O)C1CN(CCCC(=O)OC)c2cccc(NCc3ccc(OCCCCc4ccccc4)cc3)c2O1, predict the reactants needed to synthesize it. The reactants are: CCOC(=O)C1CN(CCCC(=O)OC)c2cccc(N)c2O1.O=Cc1ccc(OCCCCc2ccccc2)cc1. (9) Given the product CC(=O)Nc1ccc(N(Cc2ccsc2)C2CCN([C@H](C)CCNC(=O)c3c(C)ncnc3C)CC2)cn1, predict the reactants needed to synthesize it. The reactants are: BrCc1ccsc1.CC(=O)Nc1ccc(NC2CCN([C@H](C)CCNC(=O)c3c(C)ncnc3C)CC2)cn1. (10) Given the product CN1C(=O)Cc2c(Cl)cccc21, predict the reactants needed to synthesize it. The reactants are: CN1C(=O)C(=O)c2c(Cl)cccc21.